This data is from Reaction yield outcomes from USPTO patents with 853,638 reactions. The task is: Predict the reaction yield, written as a fraction of the theoretical maximum amount of product (1.0 means a 100% yield; for example, 0.34 means a 34% yield). (1) The reactants are C(=O)(OC(C)(C)C)[O:2][C:3]1[N:7]([C:8]2[CH:13]=[CH:12][CH:11]=[CH:10][N:9]=2)[N:6]=[C:5]([C:14]2[CH:19]=[CH:18][CH:17]=[CH:16][C:15]=2[C:20]2[CH:28]=[CH:27][C:23]3[O:24][CH2:25][O:26][C:22]=3[CH:21]=2)[CH:4]=1.C(=O)(OC(C)(C)C)OC1N(C2C=CC=CN=2)N=C(C2C=CC(C3C=CC=CC=3)=CC=2)C=1. No catalyst specified. The product is [O:24]1[C:23]2[CH:27]=[CH:28][C:20]([C:15]3[CH:16]=[CH:17][CH:18]=[CH:19][C:14]=3[C:5]3[CH:4]=[C:3]([OH:2])[N:7]([C:8]4[CH:13]=[CH:12][CH:11]=[CH:10][N:9]=4)[N:6]=3)=[CH:21][C:22]=2[O:26][CH2:25]1. The yield is 0.840. (2) The reactants are Br[CH:2]([C:8]1[CH:13]=[CH:12][CH:11]=[CH:10][CH:9]=1)[C:3]([O:5][CH2:6][CH3:7])=[O:4].CC[N:16]([CH:20]([CH3:22])C)[CH:17]([CH3:19])C.N1CCCC1. The catalyst is C(#N)C. The product is [C:8]1([CH:2]([N:16]2[CH2:17][CH2:19][CH2:22][CH2:20]2)[C:3]([O:5][CH2:6][CH3:7])=[O:4])[CH:13]=[CH:12][CH:11]=[CH:10][CH:9]=1. The yield is 1.00. (3) The reactants are [OH:1][C:2]12[CH2:11][CH:6]3[CH2:7][CH:8]([CH2:10][C:4]([O:12][C:13](=[O:17])[C:14]([CH3:16])=[CH2:15])([CH2:5]3)[CH2:3]1)[CH2:9]2.[CH2:18]([O:20][CH:21]=[CH2:22])[CH3:19].C([O-])([O-])=O.[Na+].[Na+]. The catalyst is O1CCCC1.Cl. The product is [CH2:18]([O:20][CH:21]([O:1][C:2]12[CH2:11][CH:6]3[CH2:7][CH:8]([CH2:10][C:4]([O:12][C:13](=[O:17])[C:14]([CH3:16])=[CH2:15])([CH2:5]3)[CH2:3]1)[CH2:9]2)[CH3:22])[CH3:19]. The yield is 0.990.